This data is from Reaction yield outcomes from USPTO patents with 853,638 reactions. The task is: Predict the reaction yield, written as a fraction of the theoretical maximum amount of product (1.0 means a 100% yield; for example, 0.34 means a 34% yield). (1) The reactants are [CH3:1][O:2][C:3]1[C:8]([O:9][CH3:10])=[CH:7][CH:6]=[CH:5][C:4]=1[C@H:11]([CH:13]1[CH2:18][CH2:17][N:16]([CH2:19][CH2:20][C:21]2[CH:26]=[CH:25][C:24]([F:27])=[CH:23][CH:22]=2)[CH2:15][CH2:14]1)[OH:12].O1CCCC1.S(=O)(=O)(O)O.[OH-].[Na+]. The catalyst is O. The product is [CH3:1][O:2][C:3]1[C:8]([O:9][CH3:10])=[CH:7][CH:6]=[CH:5][C:4]=1[CH:11]([CH:13]1[CH2:14][CH2:15][N:16]([CH2:19][CH2:20][C:21]2[CH:26]=[CH:25][C:24]([F:27])=[CH:23][CH:22]=2)[CH2:17][CH2:18]1)[OH:12]. The yield is 0.874. (2) The reactants are FC(F)(F)C(O)=O.C(OC(=O)[NH:14][C:15]1[CH:20]=[CH:19][CH:18]=[CH:17][C:16]=1[C:21]([N:23]1[CH2:28][CH2:27][N:26]([C:29](=[O:46])[CH2:30][NH:31][C:32]([C:34]2[CH:39]=[CH:38][C:37]([C:40]3[CH:45]=[CH:44][CH:43]=[CH:42][CH:41]=3)=[CH:36][CH:35]=2)=[O:33])[CH2:25][CH2:24]1)=[O:22])(C)(C)C. The catalyst is C(Cl)Cl. The product is [NH2:14][C:15]1[CH:20]=[CH:19][CH:18]=[CH:17][C:16]=1[C:21]([N:23]1[CH2:28][CH2:27][N:26]([C:29](=[O:46])[CH2:30][NH:31][C:32]([C:34]2[CH:39]=[CH:38][C:37]([C:40]3[CH:41]=[CH:42][CH:43]=[CH:44][CH:45]=3)=[CH:36][CH:35]=2)=[O:33])[CH2:25][CH2:24]1)=[O:22]. The yield is 0.408. (3) The yield is 0.420. The product is [C:30]([NH:29][C:25]1[CH:24]=[C:23]([O:22][C:18]2[CH:17]=[CH:16][C:15]([NH:14][C:9]([NH:5][C:3](=[O:4])[C:2]([CH3:7])([CH3:6])[CH3:1])=[O:10])=[N:20][C:19]=2[CH3:21])[CH:28]=[CH:27][N:26]=1)(=[O:34])[CH:31]([CH3:32])[CH3:33]. The reactants are [CH3:1][C:2]([CH3:7])([CH3:6])[C:3]([NH2:5])=[O:4].C(Cl)(=O)[C:9](Cl)=[O:10].[NH2:14][C:15]1[N:20]=[C:19]([CH3:21])[C:18]([O:22][C:23]2[CH:28]=[CH:27][N:26]=[C:25]([NH:29][C:30](=[O:34])[CH:31]([CH3:33])[CH3:32])[CH:24]=2)=[CH:17][CH:16]=1. The catalyst is ClCCCl.C1COCC1. (4) The yield is 0.770. The product is [Cl:16][C:2]1[S:3][C:4]2[CH:10]=[CH:9][C:8]([C:11]([O:13][CH3:14])=[O:12])=[C:7]([CH3:15])[C:5]=2[N:6]=1. The catalyst is [Cu]Cl.O.C(#N)C. The reactants are N[C:2]1[S:3][C:4]2[CH:10]=[CH:9][C:8]([C:11]([O:13][CH3:14])=[O:12])=[C:7]([CH3:15])[C:5]=2[N:6]=1.[Cl-:16].[Na+].C1OCCOCCOCCOCCOC1.N(OC(C)(C)C)=O. (5) The reactants are [C:1]([CH2:9][C:10]([O:12][CH2:13][CH3:14])=[O:11])(=O)[C:2]1[CH:7]=[CH:6][N:5]=[CH:4][CH:3]=1.[CH3:15]C(N(C)C)=O.Cl.[CH3:22][CH:23]([CH3:27])[CH2:24][NH:25][NH2:26].C([O-])(=O)C.[Na+]. The catalyst is C1(C)C=CC=CC=1.C(O)C.O.CC1C=CC(S([O-])(=O)=O)=CC=1.C1C=C[NH+]=CC=1.CN(C=O)C. The product is [CH2:24]([N:25]1[C:1]([C:2]2[CH:7]=[CH:6][N:5]=[CH:4][CH:3]=2)=[C:9]([C:10]([O:12][CH2:13][CH3:14])=[O:11])[CH:15]=[N:26]1)[CH:23]([CH3:27])[CH3:22]. The yield is 0.850.